Task: Regression. Given a peptide amino acid sequence and an MHC pseudo amino acid sequence, predict their binding affinity value. This is MHC class I binding data.. Dataset: Peptide-MHC class I binding affinity with 185,985 pairs from IEDB/IMGT (1) The peptide sequence is YPARVKCAL. The MHC is BoLA-JSP.1 with pseudo-sequence BoLA-JSP.1. The binding affinity (normalized) is 0.0641. (2) The peptide sequence is QIDFRPKAY. The MHC is HLA-A01:01 with pseudo-sequence HLA-A01:01. The binding affinity (normalized) is 0.350. (3) The peptide sequence is SAEPVPLQL. The MHC is HLA-A02:06 with pseudo-sequence HLA-A02:06. The binding affinity (normalized) is 0.0160. (4) The peptide sequence is SLIDLQELGK. The MHC is HLA-A31:01 with pseudo-sequence HLA-A31:01. The binding affinity (normalized) is 0.600.